This data is from Reaction yield outcomes from USPTO patents with 853,638 reactions. The task is: Predict the reaction yield, written as a fraction of the theoretical maximum amount of product (1.0 means a 100% yield; for example, 0.34 means a 34% yield). (1) The reactants are [Li+].[OH-].[Cl:3][C:4]1[CH:9]=[CH:8][CH:7]=[C:6]([Cl:10])[C:5]=1[NH:11][C:12]([NH:14][C:15]1[C:16]([C:25]([NH:27][C:28]2[C:29]([C:33]([O:35]C)=[O:34])=[CH:30][S:31][CH:32]=2)=[O:26])=[CH:17][C:18]2[C:23]([CH:24]=1)=[CH:22][CH:21]=[CH:20][CH:19]=2)=[O:13].Cl.C(OCC)(=O)C. The catalyst is O.O1CCOCC1. The product is [Cl:3][C:4]1[CH:9]=[CH:8][CH:7]=[C:6]([Cl:10])[C:5]=1[NH:11][C:12]([NH:14][C:15]1[C:16]([C:25]([NH:27][C:28]2[C:29]([C:33]([OH:35])=[O:34])=[CH:30][S:31][CH:32]=2)=[O:26])=[CH:17][C:18]2[C:23]([CH:24]=1)=[CH:22][CH:21]=[CH:20][CH:19]=2)=[O:13]. The yield is 0.370. (2) The reactants are [OH:1][NH2:2].C([O:5][C:6](=O)[CH2:7][CH2:8][CH2:9][CH2:10][CH2:11][CH2:12][N:13]([C:20]1[CH:25]=[CH:24][C:23]([C:26]2[CH:31]=[CH:30][CH:29]=[CH:28][CH:27]=2)=[CH:22][N:21]=1)[C:14]1[CH:19]=[CH:18][CH:17]=[CH:16][N:15]=1)C. The catalyst is CN(C=O)C.CO. The product is [OH:1][NH:2][C:6](=[O:5])[CH2:7][CH2:8][CH2:9][CH2:10][CH2:11][CH2:12][N:13]([C:20]1[CH:25]=[CH:24][C:23]([C:26]2[CH:27]=[CH:28][CH:29]=[CH:30][CH:31]=2)=[CH:22][N:21]=1)[C:14]1[CH:19]=[CH:18][CH:17]=[CH:16][N:15]=1. The yield is 0.0700. (3) The reactants are [CH3:1][C:2]12[CH2:9][CH:6]([NH:7][CH2:8]1)[CH2:5][C:4]([CH3:11])([CH3:10])[CH2:3]2.[Br:12][C:13]1[CH:18]=[CH:17][C:16]([CH:19]([OH:23])[C:20](O)=[O:21])=[C:15]([F:24])[CH:14]=1.F[P-](F)(F)(F)(F)F.N1(O[P+](N(C)C)(N(C)C)N(C)C)C2C=CC=CC=2N=N1.C(N(CC)C(C)C)(C)C. The yield is 0.887. The catalyst is CN(C)C=O.O. The product is [Br:12][C:13]1[CH:18]=[CH:17][C:16]([CH:19]([OH:23])[C:20](=[O:21])[N:7]2[CH2:8][C:2]3([CH3:1])[CH2:9][CH:6]2[CH2:5][C:4]([CH3:11])([CH3:10])[CH2:3]3)=[C:15]([F:24])[CH:14]=1. (4) The reactants are Cl.[NH2:2][OH:3].[CH3:4][O:5][CH2:6][O:7][C:8]1[CH:13]=[CH:12][C:11]([C:14](=O)[CH2:15][CH2:16][CH3:17])=[CH:10][CH:9]=1.N1C=CC=CC=1. The catalyst is C(O)C. The product is [CH3:4][O:5][CH2:6][O:7][C:8]1[CH:13]=[CH:12][C:11]([C:14](=[N:2][OH:3])[CH2:15][CH2:16][CH3:17])=[CH:10][CH:9]=1. The yield is 0.770.